This data is from Forward reaction prediction with 1.9M reactions from USPTO patents (1976-2016). The task is: Predict the product of the given reaction. (1) Given the reactants [F:1][C:2]1[CH:3]=[C:4]([C:9]2[C:17]3[C:12](=[CH:13][C:14]([OH:18])=[CH:15][CH:16]=3)[C:11](=[O:19])[C:10]=2[C:20]2[CH:21]=[N:22][CH:23]=[CH:24][CH:25]=2)[CH:5]=[C:6]([F:8])[CH:7]=1.Br[C:27]1[C:28](=O)[C:29]2[C:34](C=1C1C=CC=CC=1)=CC=C(O)[CH:30]=2.CC(C)CCO.C1C=CC(P(C2C=CC=CC=2)C2C=CC=CC=2)=CC=1.CC(OC(/N=N/C(OC(C)C)=O)=O)C, predict the reaction product. The product is: [F:8][C:6]1[CH:5]=[C:4]([C:9]2[C:17]3[C:12](=[CH:13][C:14]([O:18][CH2:27][CH2:28][CH:29]([CH3:34])[CH3:30])=[CH:15][CH:16]=3)[C:11](=[O:19])[C:10]=2[C:20]2[CH:21]=[N:22][CH:23]=[CH:24][CH:25]=2)[CH:3]=[C:2]([F:1])[CH:7]=1. (2) Given the reactants [N:1]([CH2:4][CH2:5][C:6]1[C:14]2[C:9](=[CH:10][CH:11]=[C:12]([C:15]([F:18])([F:17])[F:16])[CH:13]=2)[NH:8][C:7]=1[Si](CC)(CC)CC)=[N+]=[N-].C1(P(C2C=CC=CC=2)C2C=CC=CC=2)C=CC=CC=1, predict the reaction product. The product is: [F:17][C:15]([F:16])([F:18])[C:12]1[CH:13]=[C:14]2[C:9](=[CH:10][CH:11]=1)[NH:8][CH:7]=[C:6]2[CH2:5][CH2:4][NH2:1]. (3) The product is: [CH3:1][CH:2]([CH3:27])[CH2:3][N:4]1[C:16]2[C:15]3[C:14]([C:17]4[CH:18]=[CH:19][C:20]([O:23][CH2:24][CH2:25][CH3:26])=[CH:21][CH:22]=4)=[CH:13][CH:12]=[CH:11][C:10]=3[N:9]=[C:8]([NH2:30])[C:7]=2[N:6]=[CH:5]1. Given the reactants [CH3:1][CH:2]([CH3:27])[CH2:3][N:4]1[C:16]2[C:15]3[C:14]([C:17]4[CH:22]=[CH:21][C:20]([O:23][CH2:24][CH2:25][CH3:26])=[CH:19][CH:18]=4)=[CH:13][CH:12]=[CH:11][C:10]=3[N:9]=[CH:8][C:7]=2[N:6]=[CH:5]1.C(#[N:30])C, predict the reaction product. (4) Given the reactants [Br:1][C:2]1[CH:3]=[C:4]([OH:9])[CH:5]=[C:6]([Br:8])[CH:7]=1.[C:10](=O)([O-])[O-].[K+].[K+].IC, predict the reaction product. The product is: [Br:1][C:2]1[CH:3]=[C:4]([O:9][CH3:10])[CH:5]=[C:6]([Br:8])[CH:7]=1. (5) Given the reactants [F:1][C:2]1[CH:7]=[CH:6][C:5]([F:8])=[CH:4][C:3]=1[C@@H:9]1[C@@H:14]([NH:15]C(=O)OC(C)(C)C)[CH2:13][C@@H:12]([N:23]2[CH2:30][C:29]3[CH:28]=[N:27][NH:26][C:25]=3[CH2:24]2)[CH2:11][N:10]1[CH2:31][C:32]1[CH:37]=[CH:36][CH:35]=[CH:34][CH:33]=1.[C:38]([OH:44])([C:40]([F:43])([F:42])[F:41])=[O:39], predict the reaction product. The product is: [F:41][C:40]([F:43])([F:42])[C:38]([OH:44])=[O:39].[F:41][C:40]([F:43])([F:42])[C:38]([OH:44])=[O:39].[F:41][C:40]([F:43])([F:42])[C:38]([OH:44])=[O:39].[F:1][C:2]1[CH:7]=[CH:6][C:5]([F:8])=[CH:4][C:3]=1[C@@H:9]1[C@@H:14]([NH2:15])[CH2:13][C@@H:12]([N:23]2[CH2:30][C:29]3[CH:28]=[N:27][NH:26][C:25]=3[CH2:24]2)[CH2:11][N:10]1[CH2:31][C:32]1[CH:33]=[CH:34][CH:35]=[CH:36][CH:37]=1. (6) Given the reactants [CH3:1][O:2][CH2:3][C:4]([NH:6][C:7]1[CH:12]=[CH:11][CH:10]=[C:9]([C:13]2[C:21]3[C:16](=[CH:17][CH:18]=[C:19]([C:22]4[N:23]=[N:24][N:25](C(C5C=CC=CC=5)(C5C=CC=CC=5)C5C=CC=CC=5)[N:26]=4)[CH:20]=3)[N:15](C3CCCCO3)[N:14]=2)[CH:8]=1)=[O:5].[N:26]1[NH:25][N:24]=[N:23][C:22]=1[C:19]1[CH:20]=[C:21]2[C:16](=[CH:17][CH:18]=1)[NH:15][N:14]=[C:13]2[C:9]1[CH:8]=[C:7]([NH:6][C:4](=[O:5])[CH2:3][O:2][CH3:1])[CH:12]=[CH:11][CH:10]=1.[OH-].[Na+], predict the reaction product. The product is: [N:26]1[NH:25][N:24]=[N:23][C:22]=1[C:19]1[CH:20]=[C:21]2[C:16](=[CH:17][CH:18]=1)[NH:15][N:14]=[C:13]2[C:9]1[CH:8]=[C:7]([NH:6][C:4](=[O:5])[CH2:3][O:2][CH3:1])[CH:12]=[CH:11][CH:10]=1. (7) Given the reactants [ClH:1].C([N:9]1[CH2:20][CH:19]2[CH2:21][CH:11]([CH2:12][C:13]3[C:14]([O:22][CH3:23])=[CH:15][CH:16]=[CH:17][C:18]=32)[CH2:10]1)C1C=CC=CC=1.C([O-])=O.[NH4+], predict the reaction product. The product is: [ClH:1].[CH3:23][O:22][C:14]1[C:13]2[CH2:12][CH:11]3[CH2:21][CH:19]([CH2:20][NH:9][CH2:10]3)[C:18]=2[CH:17]=[CH:16][CH:15]=1.